From a dataset of Catalyst prediction with 721,799 reactions and 888 catalyst types from USPTO. Predict which catalyst facilitates the given reaction. Reactant: [N+:1]([C:4]1[CH:9]=[CH:8][C:7]([N:10]2[CH2:14][CH2:13][CH2:12][C@@H:11]2[C:15]([OH:17])=O)=[CH:6][CH:5]=1)([O-:3])=[O:2].[CH3:18][N:19](C(ON1N=NC2C=CC=NC1=2)=[N+](C)C)C.F[P-](F)(F)(F)(F)F.CCN(C(C)C)C(C)C.CN. Product: [CH3:18][NH:19][C:15]([C@H:11]1[CH2:12][CH2:13][CH2:14][N:10]1[C:7]1[CH:6]=[CH:5][C:4]([N+:1]([O-:3])=[O:2])=[CH:9][CH:8]=1)=[O:17]. The catalyst class is: 2.